From a dataset of Forward reaction prediction with 1.9M reactions from USPTO patents (1976-2016). Predict the product of the given reaction. Given the reactants [H-].[Na+].[C:3]([O:7][C:8]([O:10][N:11]1[CH2:16][CH2:15][CH:14]([OH:17])[CH2:13][CH2:12]1)=[O:9])([CH3:6])([CH3:5])[CH3:4].I[CH2:19][CH2:20][CH2:21][CH3:22].O, predict the reaction product. The product is: [CH2:19]([O:17][CH:14]1[CH2:15][CH2:16][N:11]([O:10][C:8]([O:7][C:3]([CH3:6])([CH3:4])[CH3:5])=[O:9])[CH2:12][CH2:13]1)[CH2:20][CH2:21][CH3:22].